From a dataset of Peptide-MHC class I binding affinity with 185,985 pairs from IEDB/IMGT. Regression. Given a peptide amino acid sequence and an MHC pseudo amino acid sequence, predict their binding affinity value. This is MHC class I binding data. The peptide sequence is YYGKTPMQI. The MHC is HLA-A23:01 with pseudo-sequence HLA-A23:01. The binding affinity (normalized) is 0.908.